Predict the reactants needed to synthesize the given product. From a dataset of Full USPTO retrosynthesis dataset with 1.9M reactions from patents (1976-2016). (1) Given the product [CH:48]1[CH:53]=[C:52]2[C:54]([CH2:57][C@@:58]([OH:68])([C:65]([OH:67])=[O:66])[CH2:59][C@H:60]([NH2:64])[C:61]([OH:63])=[O:62])=[CH:55][NH:56][C:51]2=[CH:50][CH:49]=1, predict the reactants needed to synthesize it. The reactants are: N1C2C(=CC=CC=2)C(CC(=O)C(O)=O)=C1.[OH-].[Na+].Cl.C([O-])(=O)C(C)=O.[Na+].N[C@@H](C(O)=O)C.CC1C(O)=C(C=O)C(COP(O)(O)=O)=CN=1.[CH:48]1[CH:53]=[C:52]2[C:54]([CH2:57][C@@:58]([OH:68])([C:65]([OH:67])=[O:66])[CH2:59][C@@H:60]([NH2:64])[C:61]([OH:63])=[O:62])=[CH:55][NH:56][C:51]2=[CH:50][CH:49]=1. (2) The reactants are: Br[C:2]1[N:7]=[C:6]([CH:8]([OH:13])[C:9]([NH:11][CH3:12])=[O:10])[CH:5]=[CH:4][CH:3]=1.[NH2:14][C:15]1[S:16][C:17]([C:23]2[C:28]([F:29])=[CH:27][C:26]([C:30]([OH:33])([CH3:32])[CH3:31])=[CH:25][C:24]=2[F:34])=[CH:18][C:19]=1[C:20]([NH2:22])=[O:21]. Given the product [F:34][C:24]1[CH:25]=[C:26]([C:30]([OH:33])([CH3:32])[CH3:31])[CH:27]=[C:28]([F:29])[C:23]=1[C:17]1[S:16][C:15]([NH:14][C:2]2[CH:3]=[CH:4][CH:5]=[C:6]([CH:8]([OH:13])[C:9]([NH:11][CH3:12])=[O:10])[N:7]=2)=[C:19]([C:20]([NH2:22])=[O:21])[CH:18]=1, predict the reactants needed to synthesize it. (3) Given the product [F:32][C:2]([F:1])([F:33])[C:3]1[CH:4]=[C:5]([NH:13][CH2:14][C:15]([N:17]2[CH2:23][CH2:22][CH2:21][N:20]3[N:24]=[C:25]([C:27]([OH:29])=[O:28])[CH:26]=[C:19]3[CH2:18]2)=[O:16])[CH:6]=[C:7]([C:9]([F:11])([F:12])[F:10])[CH:8]=1, predict the reactants needed to synthesize it. The reactants are: [F:1][C:2]([F:33])([F:32])[C:3]1[CH:4]=[C:5]([NH:13][CH2:14][C:15]([N:17]2[CH2:23][CH2:22][CH2:21][N:20]3[N:24]=[C:25]([C:27]([O:29]CC)=[O:28])[CH:26]=[C:19]3[CH2:18]2)=[O:16])[CH:6]=[C:7]([C:9]([F:12])([F:11])[F:10])[CH:8]=1.[OH-].[Na+].Cl. (4) Given the product [CH2:16]([O:1][C:2]1[C:3]([CH3:13])=[C:4]([CH3:12])[C:5]([CH:6]=[O:7])=[C:8]([CH3:11])[C:9]=1[CH3:10])[C:17]1[CH:22]=[CH:21][CH:20]=[CH:19][CH:18]=1, predict the reactants needed to synthesize it. The reactants are: [OH:1][C:2]1[C:9]([CH3:10])=[C:8]([CH3:11])[C:5]([CH:6]=[O:7])=[C:4]([CH3:12])[C:3]=1[CH3:13].[H-].[Na+].[CH2:16](Br)[C:17]1[CH:22]=[CH:21][CH:20]=[CH:19][CH:18]=1.Cl. (5) Given the product [Br:1][C:2]1[CH:7]=[N:6][C:5]([CH:8]=[CH:9][CH2:10][CH2:11][N:12]2[CH:16]=[CH:15][N:14]=[N:13]2)=[CH:4][N:3]=1, predict the reactants needed to synthesize it. The reactants are: [Br:1][C:2]1[CH:7]=[N:6][C:5]([C:8]#[C:9][CH2:10][CH2:11][N:12]2[CH:16]=[CH:15][N:14]=[N:13]2)=[CH:4][N:3]=1.